Task: Predict the reaction yield, written as a fraction of the theoretical maximum amount of product (1.0 means a 100% yield; for example, 0.34 means a 34% yield).. Dataset: Reaction yield outcomes from USPTO patents with 853,638 reactions (1) The product is [C:1]1(=[N:10][OH:15])[C:2]2[C:3](=[CH:6][CH:7]=[CH:8][CH:9]=2)[C:4](=[N:11][OH:12])[NH:5]1. The yield is 0.854. No catalyst specified. The reactants are [C:1](#[N:10])[C:2]1[C:3](=[CH:6][CH:7]=[CH:8][CH:9]=1)[C:4]#[N:5].[NH2:11][OH:12].CC[OH:15]. (2) The reactants are Cl[S:2]([OH:5])(=O)=[O:3].[C:6]1([N:12]2[C:19]([C:20]3[CH:25]=[CH:24][CH:23]=[CH:22][CH:21]=3)=[CH:18][C:16](=[O:17])[NH:15][C:13]2=[O:14])[CH:11]=[CH:10][CH:9]=[CH:8][CH:7]=1.[NH3:26]. The catalyst is C(Cl)(Cl)Cl.O1CCCC1.C(OC(=O)C)C. The product is [O:14]=[C:13]1[N:12]([C:6]2[CH:11]=[CH:10][CH:9]=[CH:8][CH:7]=2)[C:19]([C:20]2[CH:21]=[CH:22][C:23]([S:2]([NH2:26])(=[O:5])=[O:3])=[CH:24][CH:25]=2)=[CH:18][C:16](=[O:17])[NH:15]1. The yield is 0.183.